This data is from NCI-60 drug combinations with 297,098 pairs across 59 cell lines. The task is: Regression. Given two drug SMILES strings and cell line genomic features, predict the synergy score measuring deviation from expected non-interaction effect. (1) Drug 1: CC1=CC2C(CCC3(C2CCC3(C(=O)C)OC(=O)C)C)C4(C1=CC(=O)CC4)C. Drug 2: C1=CN(C(=O)N=C1N)C2C(C(C(O2)CO)O)O.Cl. Cell line: ACHN. Synergy scores: CSS=51.5, Synergy_ZIP=1.09, Synergy_Bliss=1.23, Synergy_Loewe=-50.1, Synergy_HSA=1.78. (2) Cell line: HCT-15. Drug 1: CC1=C(C=C(C=C1)C(=O)NC2=CC(=CC(=C2)C(F)(F)F)N3C=C(N=C3)C)NC4=NC=CC(=N4)C5=CN=CC=C5. Synergy scores: CSS=9.21, Synergy_ZIP=5.69, Synergy_Bliss=4.71, Synergy_Loewe=4.63, Synergy_HSA=5.24. Drug 2: CC12CCC3C(C1CCC2O)C(CC4=C3C=CC(=C4)O)CCCCCCCCCS(=O)CCCC(C(F)(F)F)(F)F. (3) Drug 1: CC12CCC3C(C1CCC2=O)CC(=C)C4=CC(=O)C=CC34C. Drug 2: CC1=C2C(C(=O)C3(C(CC4C(C3C(C(C2(C)C)(CC1OC(=O)C(C(C5=CC=CC=C5)NC(=O)OC(C)(C)C)O)O)OC(=O)C6=CC=CC=C6)(CO4)OC(=O)C)O)C)O. Cell line: T-47D. Synergy scores: CSS=35.4, Synergy_ZIP=-12.9, Synergy_Bliss=-5.06, Synergy_Loewe=-14.1, Synergy_HSA=-3.54. (4) Drug 1: C(CCl)NC(=O)N(CCCl)N=O. Drug 2: N.N.Cl[Pt+2]Cl. Cell line: SF-268. Synergy scores: CSS=62.1, Synergy_ZIP=-3.65, Synergy_Bliss=-3.52, Synergy_Loewe=-1.88, Synergy_HSA=-0.0289.